This data is from Forward reaction prediction with 1.9M reactions from USPTO patents (1976-2016). The task is: Predict the product of the given reaction. (1) The product is: [CH3:1][O:2][C:3]1[CH:10]=[CH:9][C:8]([O:11][C:12]([F:13])([F:14])[F:15])=[CH:7][C:4]=1[CH2:5][OH:6]. Given the reactants [CH3:1][O:2][C:3]1[CH:10]=[CH:9][C:8]([O:11][C:12]([F:15])([F:14])[F:13])=[CH:7][C:4]=1[CH:5]=[O:6].[BH4-].[Na+].[Cl-].[NH4+].C(OCC)(=O)C, predict the reaction product. (2) Given the reactants [F:1][C:2]1([F:26])[CH2:7][CH2:6][CH:5]([CH2:8][C:9]2[N:13]3[C:14]([CH3:21])=[CH:15][C:16]([C:18]([NH2:20])=[O:19])=[CH:17][C:12]3=[N:11][C:10]=2[C:22]([F:25])([F:24])[F:23])[CH2:4][CH2:3]1.[CH3:27][C:28]1([CH2:32]CS(O)(=O)=O)[CH2:31][O:30][CH2:29]1.C(=O)([O-])[O-].[Cs+].[Cs+].C(=O)([O-])O.[Na+], predict the reaction product. The product is: [F:26][C:2]1([F:1])[CH2:3][CH2:4][CH:5]([CH2:8][C:9]2[N:13]3[C:14]([CH3:21])=[CH:15][C:16]([C:18]([NH:20][CH2:27][C:28]4([CH3:32])[CH2:31][O:30][CH2:29]4)=[O:19])=[CH:17][C:12]3=[N:11][C:10]=2[C:22]([F:23])([F:24])[F:25])[CH2:6][CH2:7]1. (3) Given the reactants FC(F)(F)C(O)=O.[CH2:8]([O:15][C:16]([NH:18][CH2:19][CH2:20][CH2:21][CH2:22][C@@H:23]([NH:68]C(OC(C)(C)C)=O)[C:24]([O:26][C@H:27]1[C@@H:31]([OH:32])[C@H:30]([N:33]2[CH:41]=[N:40][C:39]3[C:34]2=[N:35][CH:36]=[N:37][C:38]=3[NH2:42])[O:29][C@H:28]1[CH2:43][O:44][P:45]([O:48][C@H:49]1[CH2:53][C@H:52]([N:54]2[CH:59]=[CH:58][C:57]([NH2:60])=[N:56][C:55]2=[O:61])[O:51][C@@H:50]1[CH2:62][O:63][P:64]([OH:67])([OH:66])=[O:65])([OH:47])=[O:46])=[O:25])=[O:17])[C:9]1[CH:14]=[CH:13][CH:12]=[CH:11][CH:10]=1, predict the reaction product. The product is: [NH2:68][C@H:23]([CH2:22][CH2:21][CH2:20][CH2:19][NH:18][C:16]([O:15][CH2:8][C:9]1[CH:10]=[CH:11][CH:12]=[CH:13][CH:14]=1)=[O:17])[C:24]([O:26][C@H:27]1[C@@H:31]([OH:32])[C@H:30]([N:33]2[CH:41]=[N:40][C:39]3[C:34]2=[N:35][CH:36]=[N:37][C:38]=3[NH2:42])[O:29][C@H:28]1[CH2:43][O:44][P:45]([O:48][C@H:49]1[CH2:53][C@H:52]([N:54]2[CH:59]=[CH:58][C:57]([NH2:60])=[N:56][C:55]2=[O:61])[O:51][C@@H:50]1[CH2:62][O:63][P:64]([OH:67])([OH:66])=[O:65])([OH:47])=[O:46])=[O:25]. (4) Given the reactants [CH2:1]([O:3][C:4]([C:6]1[CH:7]=[C:8]2[C:13](=[CH:14][CH:15]=1)[NH:12][CH:11]([C:16]1[CH:21]=[CH:20][CH:19]=[C:18]([C:22](OC)=[O:23])[CH:17]=1)[C:10]([CH3:27])([CH3:26])[CH2:9]2)=[O:5])[CH3:2].Cl, predict the reaction product. The product is: [CH2:1]([O:3][C:4]([C:6]1[CH:7]=[C:8]2[C:13](=[CH:14][CH:15]=1)[NH:12][CH:11]([C:16]1[CH2:17][C:18](=[C:22]=[O:23])[CH:19]=[CH:20][CH:21]=1)[C:10]([CH3:26])([CH3:27])[CH2:9]2)=[O:5])[CH3:2].